From a dataset of Catalyst prediction with 721,799 reactions and 888 catalyst types from USPTO. Predict which catalyst facilitates the given reaction. (1) Reactant: Cl[CH2:2][CH2:3][CH2:4][C:5]([NH:7][C:8]1[CH:18]=[CH:17][CH:16]=[CH:15][C:9]=1[C:10]([O:12][CH2:13][CH3:14])=[O:11])=[O:6].[H-].[Na+].O. Product: [O:6]=[C:5]1[CH2:4][CH2:3][CH2:2][N:7]1[C:8]1[CH:18]=[CH:17][CH:16]=[CH:15][C:9]=1[C:10]([O:12][CH2:13][CH3:14])=[O:11]. The catalyst class is: 1. (2) Reactant: [Cl-].[NH4+:2].[NH3:3].[Cl:4][C:5]1[CH:6]=[C:7]([S:11]([N:14]2[CH2:19][CH2:18][C:17](=O)[CH2:16][CH2:15]2)(=[O:13])=[O:12])[CH:8]=[CH:9][CH:10]=1.[C-:21]#N.[Na+]. Product: [NH2:2][C:17]1([C:21]#[N:3])[CH2:18][CH2:19][N:14]([S:11]([C:7]2[CH:8]=[CH:9][CH:10]=[C:5]([Cl:4])[CH:6]=2)(=[O:13])=[O:12])[CH2:15][CH2:16]1. The catalyst class is: 9. (3) Reactant: C([O:3][C:4](=O)[CH:5]([CH2:9][CH:10]=[CH2:11])[CH2:6][CH:7]=[CH2:8])C.[H-].[Al+3].[Li+].[H-].[H-].[H-].[OH-].[Na+]. Product: [CH2:6]([CH:5]([CH2:9][CH:10]=[CH2:11])[CH2:4][OH:3])[CH:7]=[CH2:8]. The catalyst class is: 280. (4) Reactant: [CH2:1]([O:3][C:4](=[O:40])[C@@H:5]([N:33](CCC)CCC)[CH2:6][CH2:7][CH2:8][N:9]([CH2:11][C:12]1[CH:17]=[CH:16][C:15]([CH2:18][N:19]([CH2:27][C:28]2[NH:29][CH:30]=[CH:31][N:32]=2)[CH2:20][C:21]2[N:22]([CH3:26])[CH:23]=[CH:24][N:25]=2)=[CH:14][CH:13]=1)[CH3:10])[CH3:2].C(NCC)C. Product: [CH2:1]([O:3][C:4](=[O:40])[C@@H:5]([NH2:33])[CH2:6][CH2:7][CH2:8][N:9]([CH2:11][C:12]1[CH:17]=[CH:16][C:15]([CH2:18][N:19]([CH2:27][C:28]2[NH:29][CH:30]=[CH:31][N:32]=2)[CH2:20][C:21]2[N:22]([CH3:26])[CH:23]=[CH:24][N:25]=2)=[CH:14][CH:13]=1)[CH3:10])[CH3:2]. The catalyst class is: 3.